From a dataset of Catalyst prediction with 721,799 reactions and 888 catalyst types from USPTO. Predict which catalyst facilitates the given reaction. (1) Reactant: C[N:2](C)[CH:3]=[CH:4][C:5]([C:7]1[CH:12]=[CH:11][C:10]([N:13]2[CH:17]=[CH:16][N:15]=[CH:14]2)=[CH:9][CH:8]=1)=[O:6].NOS(O)(=O)=O.C([O-])(O)=O.[Na+]. Product: [N:13]1([C:10]2[CH:11]=[CH:12][C:7]([C:5]3[O:6][N:2]=[CH:3][CH:4]=3)=[CH:8][CH:9]=2)[CH:17]=[CH:16][N:15]=[CH:14]1. The catalyst class is: 5. (2) Reactant: [CH3:1][O:2][C:3]1[CH:4]=[C:5]([CH:24]=[CH:25][C:26]=1[O:27][CH2:28][C:29]1[N:30]=[C:31]([C:35]2[CH:40]=[CH:39][CH:38]=[CH:37][CH:36]=2)[O:32][C:33]=1[CH3:34])[CH2:6][O:7][C:8]1[C:12]([CH2:13][C:14]([O:16]C)=[O:15])=[CH:11][N:10]([C:18]2[CH:23]=[CH:22][CH:21]=[CH:20][CH:19]=2)[N:9]=1.[OH-].[Na+].O1CCCC1.Cl. Product: [CH3:1][O:2][C:3]1[CH:4]=[C:5]([CH:24]=[CH:25][C:26]=1[O:27][CH2:28][C:29]1[N:30]=[C:31]([C:35]2[CH:40]=[CH:39][CH:38]=[CH:37][CH:36]=2)[O:32][C:33]=1[CH3:34])[CH2:6][O:7][C:8]1[C:12]([CH2:13][C:14]([OH:16])=[O:15])=[CH:11][N:10]([C:18]2[CH:19]=[CH:20][CH:21]=[CH:22][CH:23]=2)[N:9]=1. The catalyst class is: 8.